From a dataset of Merck oncology drug combination screen with 23,052 pairs across 39 cell lines. Regression. Given two drug SMILES strings and cell line genomic features, predict the synergy score measuring deviation from expected non-interaction effect. Drug 1: C#Cc1cccc(Nc2ncnc3cc(OCCOC)c(OCCOC)cc23)c1. Drug 2: Cn1c(=O)n(-c2ccc(C(C)(C)C#N)cc2)c2c3cc(-c4cnc5ccccc5c4)ccc3ncc21. Cell line: A2780. Synergy scores: synergy=33.0.